This data is from Full USPTO retrosynthesis dataset with 1.9M reactions from patents (1976-2016). The task is: Predict the reactants needed to synthesize the given product. (1) Given the product [CH3:5][O:6][C:7]1[CH:8]=[N:9][CH:10]=[CH:11][C:12]=1[C:13]1[CH:18]=[CH:17][C:16]([NH2:19])=[C:15]([O:22][CH:23]([CH3:25])[CH3:24])[CH:14]=1, predict the reactants needed to synthesize it. The reactants are: C([O-])=O.[NH4+].[CH3:5][O:6][C:7]1[CH:8]=[N:9][CH:10]=[CH:11][C:12]=1[C:13]1[CH:18]=[CH:17][C:16]([N+:19]([O-])=O)=[C:15]([O:22][CH:23]([CH3:25])[CH3:24])[CH:14]=1. (2) Given the product [NH2:1][C:2]1[N:7]=[CH:6][N:5]=[C:4]2[N:8]([CH:12]([C:14]3[O:15][C:16](=[O:30])[C:17]4[C:22]([C:23]=3[C:24]3[CH:29]=[CH:28][CH:27]=[CH:26][CH:25]=3)=[CH:21][CH:20]=[CH:19][CH:18]=4)[CH3:13])[N:9]=[C:10]([C:41]3[CH:40]=[N:39][C:38]([NH2:37])=[N:43][CH:42]=3)[C:3]=12, predict the reactants needed to synthesize it. The reactants are: [NH2:1][C:2]1[N:7]=[CH:6][N:5]=[C:4]2[N:8]([CH:12]([C:14]3[O:15][C:16](=[O:30])[C:17]4[C:22]([C:23]=3[C:24]3[CH:29]=[CH:28][CH:27]=[CH:26][CH:25]=3)=[CH:21][CH:20]=[CH:19][CH:18]=4)[CH3:13])[N:9]=[C:10](I)[C:3]=12.C([O-])([O-])=O.[K+].[K+].[NH2:37][C:38]1[N:43]=[CH:42][C:41](B(O)O)=[CH:40][N:39]=1. (3) Given the product [CH3:1][O:2][C:3]1[CH:4]=[CH:5][C:6]([NH:9][C:10]2[C:11](=[O:22])[N:12]([CH2:29][C:26]3[CH:25]=[C:24]([CH3:23])[O:28][N:27]=3)[C:13](=[O:21])[C:14]=2[C:15]2[CH:20]=[CH:19][CH:18]=[CH:17][CH:16]=2)=[CH:7][CH:8]=1, predict the reactants needed to synthesize it. The reactants are: [CH3:1][O:2][C:3]1[CH:8]=[CH:7][C:6]([NH:9][C:10]2[C:11](=[O:22])[NH:12][C:13](=[O:21])[C:14]=2[C:15]2[CH:20]=[CH:19][CH:18]=[CH:17][CH:16]=2)=[CH:5][CH:4]=1.[CH3:23][C:24]1[O:28][N:27]=[C:26]([CH2:29]O)[CH:25]=1.N(C(OCC)=O)=NC(OCC)=O.C1(P(C2C=CC=CC=2)C2C=CC=CC=2)C=CC=CC=1. (4) Given the product [ClH:35].[CH3:29][O:30][C:31](=[O:34])[CH2:32][NH:15][CH2:14][CH2:13][C:10]1[CH:11]=[CH:12][C:7]([O:6][CH2:5][C:4]2[CH:18]=[CH:19][CH:20]=[C:2]([F:1])[CH:3]=2)=[C:8]([O:16][CH3:17])[CH:9]=1, predict the reactants needed to synthesize it. The reactants are: [F:1][C:2]1[CH:3]=[C:4]([CH:18]=[CH:19][CH:20]=1)[CH2:5][O:6][C:7]1[CH:12]=[CH:11][C:10]([CH2:13][CH2:14][NH2:15])=[CH:9][C:8]=1[O:16][CH3:17].C([O-])([O-])=O.[K+].[K+].[I-].[K+].[CH3:29][O:30][C:31](=[O:34])[CH2:32]Br.[ClH:35]. (5) Given the product [CH:1]([N:4]1[C:12]2[C:7](=[CH:8][C:9]([C:13]3[O:17][N:16]=[C:15]([C:18]4[CH:29]=[CH:28][C:21]([CH2:22][N:23]([CH3:24])[C@H:32]([CH3:38])[C:33]([OH:35])=[O:34])=[CH:20][C:19]=4[CH3:30])[N:14]=3)=[CH:10][CH:11]=2)[CH:6]=[N:5]1)([CH3:3])[CH3:2], predict the reactants needed to synthesize it. The reactants are: [CH:1]([N:4]1[C:12]2[C:7](=[CH:8][C:9]([C:13]3[O:17][N:16]=[C:15]([C:18]4[CH:29]=[CH:28][C:21]([CH2:22][NH:23][CH2:24]C(O)=O)=[CH:20][C:19]=4[CH3:30])[N:14]=3)=[CH:10][CH:11]=2)[CH:6]=[N:5]1)([CH3:3])[CH3:2].F[C:32](F)(F)[C:33]([O-:35])=[O:34].[CH2:38]=O. (6) The reactants are: [OH:1][N:2]=[CH:3][C:4]1[CH:5]=[CH:6][C:7]([O:12][CH3:13])=[C:8]([CH:11]=1)[C:9]#[N:10].[ClH:14]. Given the product [C:9]([C:8]1[CH:11]=[C:4]([C:3]([Cl:14])=[N:2][OH:1])[CH:5]=[CH:6][C:7]=1[O:12][CH3:13])#[N:10], predict the reactants needed to synthesize it.